From a dataset of NCI-60 drug combinations with 297,098 pairs across 59 cell lines. Regression. Given two drug SMILES strings and cell line genomic features, predict the synergy score measuring deviation from expected non-interaction effect. (1) Drug 1: COC1=CC(=CC(=C1O)OC)C2C3C(COC3=O)C(C4=CC5=C(C=C24)OCO5)OC6C(C(C7C(O6)COC(O7)C8=CC=CS8)O)O. Drug 2: C(CC(=O)O)C(=O)CN.Cl. Cell line: UACC-257. Synergy scores: CSS=8.91, Synergy_ZIP=-5.03, Synergy_Bliss=-5.26, Synergy_Loewe=-20.4, Synergy_HSA=-4.03. (2) Synergy scores: CSS=0.599, Synergy_ZIP=-0.956, Synergy_Bliss=-2.63, Synergy_Loewe=-4.75, Synergy_HSA=-5.13. Drug 1: C1=CC(=CC=C1CC(C(=O)O)N)N(CCCl)CCCl.Cl. Cell line: M14. Drug 2: CN(C(=O)NC(C=O)C(C(C(CO)O)O)O)N=O.